Dataset: hERG Central: cardiac toxicity at 1µM, 10µM, and general inhibition. Task: Predict hERG channel inhibition at various concentrations. The compound is CC1CCN(C(=O)/C(=C\c2ccccc2F)NC(=O)c2ccccc2)CC1. Results: hERG_inhib (hERG inhibition (general)): blocker.